The task is: Predict the reactants needed to synthesize the given product.. This data is from Full USPTO retrosynthesis dataset with 1.9M reactions from patents (1976-2016). (1) Given the product [Cl:1][C:2]1[CH:10]=[CH:9][C:5]([C:6]([N:35]([C:36]2[CH:41]=[CH:40][CH:39]=[C:38]([F:42])[C:37]=2[Cl:43])[CH3:34])=[O:8])=[CH:4][C:3]=1[N:11]1[C:16]([CH3:17])=[CH:15][C:14]([C:18]([F:21])([F:20])[F:19])=[N:13][C:12]1=[O:22], predict the reactants needed to synthesize it. The reactants are: [Cl:1][C:2]1[CH:10]=[CH:9][C:5]([C:6]([OH:8])=O)=[CH:4][C:3]=1[N:11]1[C:16]([CH3:17])=[CH:15][C:14]([C:18]([F:21])([F:20])[F:19])=[N:13][C:12]1=[O:22].C(Cl)(=O)C(Cl)=O.CN(C=O)C.[CH3:34][NH:35][C:36]1[CH:41]=[CH:40][CH:39]=[C:38]([F:42])[C:37]=1[Cl:43]. (2) Given the product [CH3:7][C:8]1[CH:28]=[C:27]([C:29]2[C:33]([CH:34]=[O:35])=[C:32]([O:4][CH2:1][CH2:2][CH3:3])[N:31]([CH3:37])[N:30]=2)[CH:26]=[CH:25][C:9]=1[O:10][CH2:11][C:12]1[CH:17]=[CH:16][CH:15]=[CH:14][C:13]=1[N:18]1[C:22](=[O:23])[N:21]([CH3:24])[N:20]=[N:19]1, predict the reactants needed to synthesize it. The reactants are: [CH2:1]([OH:4])[CH2:2][CH3:3].[H-].[Na+].[CH3:7][C:8]1[CH:28]=[C:27]([C:29]2[C:33]([CH:34]=[O:35])=[C:32](Cl)[N:31]([CH3:37])[N:30]=2)[CH:26]=[CH:25][C:9]=1[O:10][CH2:11][C:12]1[CH:17]=[CH:16][CH:15]=[CH:14][C:13]=1[N:18]1[C:22](=[O:23])[N:21]([CH3:24])[N:20]=[N:19]1.O1CCCC1. (3) The reactants are: ClC1C=C(C=CC=1)C(OO)=O.[Cl:12][CH2:13][C:14]1[N:15]([CH2:27][CH2:28][CH2:29][NH:30][C:31](=[O:37])[O:32][C:33]([CH3:36])([CH3:35])[CH3:34])[C:16]2[C:25]3[CH:24]=[CH:23][CH:22]=[CH:21][C:20]=3[N:19]=[CH:18][C:17]=2[N:26]=1.[OH-].[NH4+:39].C1(C)C=CC(S(Cl)(=O)=O)=CC=1. Given the product [NH2:39][C:18]1[C:17]2[N:26]=[C:14]([CH2:13][Cl:12])[N:15]([CH2:27][CH2:28][CH2:29][NH:30][C:31](=[O:37])[O:32][C:33]([CH3:34])([CH3:36])[CH3:35])[C:16]=2[C:25]2[CH:24]=[CH:23][CH:22]=[CH:21][C:20]=2[N:19]=1, predict the reactants needed to synthesize it. (4) Given the product [CH3:1][N:2]([CH3:19])[CH2:3][CH2:4][N:5]([CH3:18])[C:6]1[O:7][C:8]2[CH:14]=[CH:13][C:12]([NH2:15])=[CH:11][C:9]=2[N:10]=1, predict the reactants needed to synthesize it. The reactants are: [CH3:1][N:2]([CH3:19])[CH2:3][CH2:4][N:5]([CH3:18])[C:6]1[O:7][C:8]2[CH:14]=[CH:13][C:12]([N+:15]([O-])=O)=[CH:11][C:9]=2[N:10]=1. (5) Given the product [CH2:1]([O:8][C:9]([NH:11][C@@H:12]([CH:21]([CH3:22])[CH3:23])[CH:13]([O:20][Si:36]([C:33]([CH3:35])([CH3:34])[CH3:32])([CH3:38])[CH3:37])[CH2:14][C:15]([O:17][CH2:18][CH3:19])=[O:16])=[O:10])[C:2]1[CH:3]=[CH:4][CH:5]=[CH:6][CH:7]=1, predict the reactants needed to synthesize it. The reactants are: [CH2:1]([O:8][C:9]([NH:11][C@@H:12]([CH:21]([CH3:23])[CH3:22])[CH:13]([OH:20])[CH2:14][C:15]([O:17][CH2:18][CH3:19])=[O:16])=[O:10])[C:2]1[CH:7]=[CH:6][CH:5]=[CH:4][CH:3]=1.N1C(C)=CC=CC=1C.[CH3:32][C:33]([Si:36](OS(C(F)(F)F)(=O)=O)([CH3:38])[CH3:37])([CH3:35])[CH3:34]. (6) Given the product [CH3:14][CH2:19][O:22][C:2]([CH3:10])=[O:1].[CH3:2][CH2:3][CH2:4][CH:5]([CH3:9])[CH3:6], predict the reactants needed to synthesize it. The reactants are: [OH:1][C:2]1[CH:10]=[CH:9][C:5]([CH2:6]C#N)=[CH:4][CH:3]=1.BrCC[C:14]1[CH:19]=CC(F)=CC=1.C(=O)([O-])[O-:22].[K+].[K+].[I-].[Na+]. (7) Given the product [Cl:1][C:2]1[CH:3]=[CH:4][C:5]([NH:12][C:13]2[CH:14]=[C:15]3[C:19](=[CH:20][CH:21]=2)[N:18]([CH2:22][C:23]2[CH:28]=[CH:27][CH:26]=[C:25]([O:29][CH2:30][C:31]4[CH:36]=[CH:35][CH:34]=[CH:33][N:32]=4)[CH:24]=2)[CH:17]=[CH:16]3)=[C:6]([CH:11]=1)[C:7]([OH:9])=[O:8], predict the reactants needed to synthesize it. The reactants are: [Cl:1][C:2]1[CH:3]=[CH:4][C:5]([NH:12][C:13]2[CH:14]=[C:15]3[C:19](=[CH:20][CH:21]=2)[N:18]([CH2:22][C:23]2[CH:28]=[CH:27][CH:26]=[C:25]([O:29][CH2:30][C:31]4[CH:36]=[CH:35][CH:34]=[CH:33][N:32]=4)[CH:24]=2)[CH:17]=[CH:16]3)=[C:6]([CH:11]=1)[C:7]([O:9]C)=[O:8].[OH-].[Na+].O.Cl. (8) The reactants are: [CH:1]([NH:4][C:5]1[CH:10]=[CH:9][CH:8]=[CH:7][C:6]=1[N+:11]([O-])=O)([CH3:3])[CH3:2]. Given the product [CH:1]([NH:4][C:5]1[C:6]([NH2:11])=[CH:7][CH:8]=[CH:9][CH:10]=1)([CH3:3])[CH3:2], predict the reactants needed to synthesize it. (9) Given the product [CH2:1]([C@H:8]1[CH2:9][N:10]([C:14]2[CH:22]=[C:21]3[C:17]([C:18]([CH3:28])=[N:19][N:20]3[CH:23]3[CH2:24][CH2:25][CH2:26][CH2:27]3)=[CH:16][CH:15]=2)[CH2:11][CH2:12][N:13]1[C:43]([NH2:42])=[O:44])[C:2]1[CH:3]=[CH:4][CH:5]=[CH:6][CH:7]=1, predict the reactants needed to synthesize it. The reactants are: [CH2:1]([C@@H:8]1[NH:13][CH2:12][CH2:11][N:10]([C:14]2[CH:22]=[C:21]3[C:17]([C:18]([CH3:28])=[N:19][N:20]3[CH:23]3[CH2:27][CH2:26][CH2:25][CH2:24]3)=[CH:16][CH:15]=2)[CH2:9]1)[C:2]1[CH:7]=[CH:6][CH:5]=[CH:4][CH:3]=1.C(N(C(C)C)CC)(C)C.C[Si]([N:42]=[C:43]=[O:44])(C)C.